This data is from Full USPTO retrosynthesis dataset with 1.9M reactions from patents (1976-2016). The task is: Predict the reactants needed to synthesize the given product. Given the product [NH2:24][C:5]([C:7]1[N:11]=[C:10]([CH3:12])[O:9][N:8]=1)([CH3:6])[C:4]([O:3][CH2:1][CH3:2])=[O:13], predict the reactants needed to synthesize it. The reactants are: [CH2:1]([O:3][C:4](=[O:13])[CH:5]([C:7]1[N:11]=[C:10]([CH3:12])[O:9][N:8]=1)[CH3:6])[CH3:2].C1COCC1.[Li+].C[Si]([N-:24][Si](C)(C)C)(C)C.C1(P(ON)(C2C=CC=CC=2)=O)C=CC=CC=1.